From a dataset of Forward reaction prediction with 1.9M reactions from USPTO patents (1976-2016). Predict the product of the given reaction. (1) The product is: [CH:15]1([NH:21][C:22]2[C:11]3([CH2:12][CH2:13][N:8]([C:1]([O:3][C:4]([CH3:7])([CH3:6])[CH3:5])=[O:2])[CH2:9][CH2:10]3)[N:32]([C:31]3[CH:33]=[CH:34][CH:35]=[C:29]([F:28])[CH:30]=3)[C:24](=[O:25])[N:23]=2)[CH2:20][CH2:19][CH2:18][CH2:17][CH2:16]1. Given the reactants [C:1]([N:8]1[CH2:13][CH2:12][CH2:11][CH2:10][C:9]1=O)([O:3][C:4]([CH3:7])([CH3:6])[CH3:5])=[O:2].[CH:15]1([N+:21]#[C-:22])[CH2:20][CH2:19][CH2:18][CH2:17][CH2:16]1.[N-:23]=[C:24]=[O:25].[K+].Cl.[F:28][C:29]1[CH:30]=[C:31]([CH:33]=[CH:34][CH:35]=1)[NH2:32], predict the reaction product. (2) Given the reactants Cl[S:2]([C:5]1[CH:9]=[CH:8][S:7][C:6]=1[CH2:10][O:11][C:12]1[CH:17]=[CH:16][C:15]2[O:18][CH2:19][O:20][C:14]=2[C:13]=1[Cl:21])(=[O:4])=[O:3].[NH2:22][C:23]1[O:27][N:26]=[C:25]([CH3:28])[C:24]=1[Br:29], predict the reaction product. The product is: [Br:29][C:24]1[C:25]([CH3:28])=[N:26][O:27][C:23]=1[NH:22][S:2]([C:5]1[CH:9]=[CH:8][S:7][C:6]=1[CH2:10][O:11][C:12]1[CH:17]=[CH:16][C:15]2[O:18][CH2:19][O:20][C:14]=2[C:13]=1[Cl:21])(=[O:4])=[O:3]. (3) Given the reactants [CH2:1]([CH:3]([C:6]1[C:11]2[N:12]([CH3:16])[C:13](=O)[NH:14][C:10]=2[C:9]([C:17]([O:19][CH3:20])=[O:18])=[CH:8][CH:7]=1)[CH2:4][CH3:5])[CH3:2].P(Cl)(Cl)([Cl:23])=O, predict the reaction product. The product is: [Cl:23][C:13]1[N:12]([CH3:16])[C:11]2[C:6]([CH:3]([CH2:4][CH3:5])[CH2:1][CH3:2])=[CH:7][CH:8]=[C:9]([C:17]([O:19][CH3:20])=[O:18])[C:10]=2[N:14]=1. (4) Given the reactants CC1(C)C(C)(C)OB(C2C3[C:15]([C:16](B4OC(C)(C)C(C)(C)O4)=[C:17]4C=2C=[C:20]([C:23]2[CH:28]=[CH:27][CH:26]=CC=2)[CH:19]=[CH:18]4)=[CH:14][CH:13]=[CH:12][CH:11]=3)O1.Br[C:40]1[N:45]=[C:44]([C:46]2[CH:47]=[N:48][CH:49]=[CH:50][CH:51]=2)[CH:43]=[CH:42][CH:41]=1.[CH:65]1(P([CH:65]2[CH2:70][CH2:69][CH2:68][CH2:67][CH2:66]2)[CH:65]2[CH2:70][CH2:69][CH2:68][CH2:67][CH2:66]2)[CH2:70][CH2:69][CH2:68][CH2:67][CH2:66]1.P([O-])([O-])([O-])=O.[K+].[K+].[K+], predict the reaction product. The product is: [N:45]1[C:40]([C:19]2[C:20]3[C:11]([C:12]([C:40]4[N:45]=[C:44]([C:46]5[CH:47]=[N:48][CH:49]=[CH:50][CH:51]=5)[CH:43]=[CH:42][CH:41]=4)=[C:13]4[C:18]=2[CH:17]=[C:16]([C:65]2[CH:66]=[CH:67][CH:68]=[CH:69][CH:70]=2)[CH:15]=[CH:14]4)=[CH:26][CH:27]=[CH:28][CH:23]=3)=[CH:41][CH:42]=[CH:43][C:44]=1[C:46]1[CH:47]=[N:48][CH:49]=[CH:50][CH:51]=1.